Dataset: Forward reaction prediction with 1.9M reactions from USPTO patents (1976-2016). Task: Predict the product of the given reaction. (1) Given the reactants [O:1]=[C:2]1[C:10]2[C:5](=[N:6][CH:7]=[CH:8][CH:9]=2)[S:4][N:3]1[CH2:11][C:12]([N:14]1[CH2:19][CH2:18][N:17](C(OC(C)(C)C)=O)[CH2:16][CH2:15]1)=[O:13].C(O)(C(F)(F)F)=O, predict the reaction product. The product is: [O:13]=[C:12]([N:14]1[CH2:19][CH2:18][NH:17][CH2:16][CH2:15]1)[CH2:11][N:3]1[C:2](=[O:1])[C:10]2[C:5](=[N:6][CH:7]=[CH:8][CH:9]=2)[S:4]1. (2) Given the reactants [F:1][C:2]([F:13])([F:12])[C:3]1[CH:8]=[CH:7][C:6](B(O)O)=[CH:5][CH:4]=1.Br[C:15]1[CH:24]=[CH:23][CH:22]=[C:21]2[C:16]=1[CH2:17][CH2:18][N:19]([S:25]([NH:28][C:29]1[S:33][N:32]=[CH:31][N:30]=1)(=[O:27])=[O:26])[CH2:20]2.P([O-])([O-])([O-])=O.[K+].[K+].[K+].O1CCOCC1, predict the reaction product. The product is: [S:33]1[C:29]([NH:28][S:25]([N:19]2[CH2:18][CH2:17][C:16]3[C:21](=[CH:22][CH:23]=[CH:24][C:15]=3[C:6]3[CH:7]=[CH:8][C:3]([C:2]([F:13])([F:12])[F:1])=[CH:4][CH:5]=3)[CH2:20]2)(=[O:26])=[O:27])=[N:30][CH:31]=[N:32]1. (3) Given the reactants [CH3:1][O:2][C:3]1[CH:8]=[CH:7][C:6]([CH2:9][C:10]#[N:11])=[C:5]([N+:12]([O-:14])=[O:13])[CH:4]=1.B.O1CCCC1, predict the reaction product. The product is: [CH3:1][O:2][C:3]1[CH:8]=[CH:7][C:6]([CH2:9][CH2:10][NH2:11])=[C:5]([N+:12]([O-:14])=[O:13])[CH:4]=1. (4) Given the reactants C([O:5][C:6](=[O:34])[CH2:7][N:8]([CH2:10][C:11]([N:13]1[CH2:17][C@H:16]([F:18])[CH2:15][C@H:14]1[C:19]1[S:20][C:21]([CH3:33])=[C:22]([C:24](=[O:32])[NH:25][C:26]2[S:27][C:28]([F:31])=[CH:29][N:30]=2)[CH:23]=1)=[O:12])[CH3:9])(C)(C)C.[ClH:35].O1CCOCC1.C(OCC)C, predict the reaction product. The product is: [ClH:35].[F:18][C@H:16]1[CH2:17][N:13]([C:11](=[O:12])[CH2:10][N:8]([CH2:7][C:6]([OH:34])=[O:5])[CH3:9])[C@H:14]([C:19]2[S:20][C:21]([CH3:33])=[C:22]([C:24](=[O:32])[NH:25][C:26]3[S:27][C:28]([F:31])=[CH:29][N:30]=3)[CH:23]=2)[CH2:15]1. (5) Given the reactants [NH2:1][C:2]1[C:3]([C:7]2[NH:23][C:10]3=[CH:11][C:12]4[C:13]([CH3:22])([CH3:21])[C:14](=[O:20])[N:15]([CH2:18][CH3:19])[C:16]=4[CH:17]=[C:9]3[N:8]=2)=[N:4][NH:5][CH:6]=1.[O:24]([CH:31]([CH3:35])[C:32](O)=[O:33])[C:25]1[CH:30]=[CH:29][CH:28]=[CH:27][CH:26]=1, predict the reaction product. The product is: [CH2:18]([N:15]1[C:16]2[CH:17]=[C:9]3[N:8]=[C:7]([C:3]4[C:2]([NH:1][C:32](=[O:33])[CH:31]([O:24][C:25]5[CH:26]=[CH:27][CH:28]=[CH:29][CH:30]=5)[CH3:35])=[CH:6][NH:5][N:4]=4)[NH:23][C:10]3=[CH:11][C:12]=2[C:13]([CH3:22])([CH3:21])[C:14]1=[O:20])[CH3:19].